Dataset: Forward reaction prediction with 1.9M reactions from USPTO patents (1976-2016). Task: Predict the product of the given reaction. (1) Given the reactants [O:1]=[C:2]1[CH2:9][CH:8]2[CH2:10][CH:4]([CH2:5][N:6]([C:11]([O:13][C:14]([CH3:17])([CH3:16])[CH3:15])=[O:12])[CH2:7]2)[CH2:3]1.[Li+].C[Si]([N-][Si](C)(C)C)(C)C.C1C=CC(N([S:35]([C:38]([F:41])([F:40])[F:39])(=[O:37])=[O:36])[S:35]([C:38]([F:41])([F:40])[F:39])(=[O:37])=[O:36])=CC=1.O, predict the reaction product. The product is: [F:39][C:38]([F:41])([F:40])[S:35]([O:1][C:2]1[CH2:3][CH:4]2[CH2:10][CH:8]([CH2:7][N:6]([C:11]([O:13][C:14]([CH3:17])([CH3:16])[CH3:15])=[O:12])[CH2:5]2)[CH:9]=1)(=[O:37])=[O:36]. (2) Given the reactants [CH3:1][C:2]1[CH:3]=[CH:4][C:5]2[NH:6][C:7](=[O:13])[NH:8][C:9](=[O:12])[C:10]=2[N:11]=1.[C:14]([OH:17])(=[O:16])[CH3:15], predict the reaction product. The product is: [C:14]([O:17][CH2:1][C:2]1[CH:3]=[CH:4][C:5]2[NH:6][C:7](=[O:13])[NH:8][C:9](=[O:12])[C:10]=2[N:11]=1)(=[O:16])[CH3:15]. (3) Given the reactants [CH2:1]([N:3]([C:15]1[C:24]([O:25][CH2:26][CH2:27][CH2:28][CH2:29][CH2:30][CH3:31])=[CH:23][C:22]2[C:21]([CH3:33])([CH3:32])[CH2:20][CH:19]=[C:18]([CH3:34])[C:17]=2[CH:16]=1)[C:4]1[CH:14]=[CH:13][C:7]([C:8]([O:10]CC)=[O:9])=[CH:6][CH:5]=1)[CH3:2].[OH-].[K+], predict the reaction product. The product is: [CH2:1]([N:3]([C:15]1[C:24]([O:25][CH2:26][CH2:27][CH2:28][CH2:29][CH2:30][CH3:31])=[CH:23][C:22]2[C:21]([CH3:32])([CH3:33])[CH2:20][CH:19]=[C:18]([CH3:34])[C:17]=2[CH:16]=1)[C:4]1[CH:14]=[CH:13][C:7]([C:8]([OH:10])=[O:9])=[CH:6][CH:5]=1)[CH3:2]. (4) Given the reactants [CH3:1][C:2]1[C:3]([C:8]([O:10][CH3:11])=[O:9])=[CH:4][S:5][C:6]=1[CH3:7].[Br:12]N1C(=O)CCC1=O, predict the reaction product. The product is: [Br:12][C:4]1[S:5][C:6]([CH3:7])=[C:2]([CH3:1])[C:3]=1[C:8]([O:10][CH3:11])=[O:9]. (5) Given the reactants O.[CH3:2][C:3]1([CH3:13])[CH2:8][CH2:7][C:6]([CH2:9][CH2:10][CH2:11][OH:12])=[CH:5][CH2:4]1.[O-]Cl.[Na+], predict the reaction product. The product is: [CH3:2][C:3]1([CH3:13])[CH2:8][CH2:7][C:6]([CH2:9][CH2:10][CH:11]=[O:12])=[CH:5][CH2:4]1.